From a dataset of Catalyst prediction with 721,799 reactions and 888 catalyst types from USPTO. Predict which catalyst facilitates the given reaction. (1) Reactant: [C:1](Cl)(=[O:5])[C:2](Cl)=[O:3].[CH3:7][C:8]1[CH:13]=[CH:12][CH:11]=[C:10]([CH3:14])[C:9]=1[NH:15][C:16]([NH:18][CH3:19])=[S:17]. Product: [CH3:7][C:8]1[CH:13]=[CH:12][CH:11]=[C:10]([CH3:14])[C:9]=1[N:15]1[C:2](=[O:3])[C:1](=[O:5])[N:18]([CH3:19])[C:16]1=[S:17]. The catalyst class is: 2. (2) Reactant: [F:1][C:2]1[CH:11]=[CH:10][C:9]([O:12][CH2:13][CH2:14][CH3:15])=[C:8]2[C:3]=1[C:4](=[O:25])[C:5]([C:16]1[CH:24]=[CH:23][C:19]([C:20](O)=[O:21])=[CH:18][CH:17]=1)=[CH:6][NH:7]2.[NH:26]1[CH2:31][CH2:30][O:29][CH2:28][CH2:27]1.CCN=C=NCCCN(C)C.C1C=CC2N(O)N=NC=2C=1. Product: [F:1][C:2]1[CH:11]=[CH:10][C:9]([O:12][CH2:13][CH2:14][CH3:15])=[C:8]2[C:3]=1[C:4](=[O:25])[C:5]([C:16]1[CH:17]=[CH:18][C:19]([C:20]([N:26]3[CH2:31][CH2:30][O:29][CH2:28][CH2:27]3)=[O:21])=[CH:23][CH:24]=1)=[CH:6][NH:7]2. The catalyst class is: 3. (3) Reactant: C([O:5][N:6]=[C:7]1[C:16]2[C:11](=[CH:12][CH:13]=[C:14]([O:17][CH2:18][CH:19]([OH:22])[CH2:20][OH:21])[CH:15]=2)[O:10][C:9]([C:23]2[N:28]=[CH:27][N:26]3[CH:29]=[CH:30][CH:31]=[C:25]3[CH:24]=2)=[CH:8]1)(C)(C)C.FC(F)(F)C(O)=O. Product: [OH:22][CH:19]([CH2:20][OH:21])[CH2:18][O:17][C:14]1[CH:15]=[C:16]2[C:11](=[CH:12][CH:13]=1)[O:10][C:9]([C:23]1[N:28]=[CH:27][N:26]3[CH:29]=[CH:30][CH:31]=[C:25]3[CH:24]=1)=[CH:8][C:7]2=[N:6][OH:5]. The catalyst class is: 11. (4) Reactant: [NH:1]1[C:5]2=[N:6][CH:7]=[CH:8][CH:9]=[C:4]2[C:3](/[CH:10]=[C:11]2\[O:12][C:13]3[C:20]([CH2:21][N:22]4[CH2:27][CH2:26][N:25](C(OC(C)(C)C)=O)[CH2:24][CH2:23]4)=[C:19]([O:35][CH3:36])[CH:18]=[CH:17][C:14]=3[C:15]\2=[O:16])=[N:2]1.Cl. Product: [NH:1]1[C:5]2=[N:6][CH:7]=[CH:8][CH:9]=[C:4]2[C:3](/[CH:10]=[C:11]2\[O:12][C:13]3[C:20]([CH2:21][N:22]4[CH2:23][CH2:24][NH:25][CH2:26][CH2:27]4)=[C:19]([O:35][CH3:36])[CH:18]=[CH:17][C:14]=3[C:15]\2=[O:16])=[N:2]1. The catalyst class is: 135. (5) Reactant: [NH2:1][C:2]([C:4]1[CH:5]=[C:6]2[C:11](=[CH:12][CH:13]=1)[C:10](=[O:14])[N:9]([CH2:15][CH:16]([CH3:18])[CH3:17])[C:8]([CH2:19][NH:20][C:21](=[O:27])[O:22][C:23]([CH3:26])([CH3:25])[CH3:24])=[C:7]2[O:28][CH2:29][CH2:30][CH2:31][CH3:32])=[S:3].Br[CH2:34][C:35](=O)[CH3:36].C([O-])(=O)C.[Na+].O. Product: [C:23]([O:22][C:21](=[O:27])[NH:20][CH2:19][C:8]1[N:9]([CH2:15][CH:16]([CH3:18])[CH3:17])[C:10](=[O:14])[C:11]2[C:6]([C:7]=1[O:28][CH2:29][CH2:30][CH2:31][CH3:32])=[CH:5][C:4]([C:2]1[S:3][CH:34]=[C:35]([CH3:36])[N:1]=1)=[CH:13][CH:12]=2)([CH3:25])([CH3:24])[CH3:26]. The catalyst class is: 8.